Dataset: Full USPTO retrosynthesis dataset with 1.9M reactions from patents (1976-2016). Task: Predict the reactants needed to synthesize the given product. (1) Given the product [ClH:1].[ClH:1].[F:16][C:17]1[CH:22]=[C:21]([CH:23]=[C:6]2[CH2:5][CH2:4][CH2:3][N:2]=[C:7]2[C:9]2[CH:10]=[N:11][CH:12]=[CH:13][CH:14]=2)[CH:20]=[CH:19][C:18]=1[C:25]1[CH:26]=[CH:27][CH:28]=[CH:29][CH:30]=1, predict the reactants needed to synthesize it. The reactants are: [Cl-:1].[NH3+:2][CH2:3][CH2:4][CH2:5][CH2:6][C:7]([C:9]1[CH:10]=[NH+:11][CH:12]=[CH:13][CH:14]=1)=O.[Cl-].[F:16][C:17]1[CH:22]=[C:21]([CH:23]=O)[CH:20]=[CH:19][C:18]=1[C:25]1[CH:30]=[CH:29][CH:28]=[CH:27][CH:26]=1. (2) The reactants are: [O:1]([C:8]1[CH:13]=[CH:12][CH:11]=[CH:10][C:9]=1[NH:14][S:15]([C:18]1[CH:26]=[CH:25][C:21]([C:22](O)=[O:23])=[CH:20][CH:19]=1)(=[O:17])=[O:16])[C:2]1[CH:7]=[CH:6][CH:5]=[CH:4][CH:3]=1.[CH3:27][O:28][C:29](=[O:40])[C@@H:30]([NH2:39])[CH2:31][C:32]1[CH:37]=[CH:36][C:35]([OH:38])=[CH:34][CH:33]=1. Given the product [CH3:27][O:28][C:29](=[O:40])[C@@H:30]([NH:39][C:22](=[O:23])[C:21]1[CH:20]=[CH:19][C:18]([S:15](=[O:16])(=[O:17])[NH:14][C:9]2[CH:10]=[CH:11][CH:12]=[CH:13][C:8]=2[O:1][C:2]2[CH:7]=[CH:6][CH:5]=[CH:4][CH:3]=2)=[CH:26][CH:25]=1)[CH2:31][C:32]1[CH:37]=[CH:36][C:35]([OH:38])=[CH:34][CH:33]=1, predict the reactants needed to synthesize it. (3) Given the product [OH:40][CH2:39][CH:31]1[CH2:32][C:33]2[C:38](=[CH:37][CH:36]=[CH:35][CH:34]=2)[N:30]1[C:26]([C:22]1[N:23]=[CH:24][N:25]=[C:20]([N:17]2[CH2:16][CH2:15][CH:14]([N:10]3[CH2:9][CH2:8][C:7]4[CH:29]=[C:3]([O:2][CH3:1])[CH:4]=[CH:5][C:6]=4[NH:12][C:11]3=[O:13])[CH2:19][CH2:18]2)[CH:21]=1)=[O:27], predict the reactants needed to synthesize it. The reactants are: [CH3:1][O:2][C:3]1[CH:4]=[CH:5][C:6]2[NH:12][C:11](=[O:13])[N:10]([CH:14]3[CH2:19][CH2:18][N:17]([C:20]4[N:25]=[CH:24][N:23]=[C:22]([C:26](O)=[O:27])[CH:21]=4)[CH2:16][CH2:15]3)[CH2:9][CH2:8][C:7]=2[CH:29]=1.[NH:30]1[C:38]2[C:33](=[CH:34][CH:35]=[CH:36][CH:37]=2)[CH2:32][CH:31]1[CH2:39][OH:40].CN(C(ON1N=NC2C=CC=CC1=2)=[N+](C)C)C.[B-](F)(F)(F)F. (4) Given the product [O:1]=[C:2]([CH3:9])[CH2:3][CH2:4][CH2:5][C:6]([O:8][C:24]1[C:25]([F:34])=[C:26]([F:33])[C:27]([F:32])=[C:28]([F:31])[C:29]=1[F:30])=[O:7], predict the reactants needed to synthesize it. The reactants are: [O:1]=[C:2]([CH3:9])[CH2:3][CH2:4][CH2:5][C:6]([OH:8])=[O:7].C(N(CC)C(C)C)(C)C.FC(F)(F)C(O[C:24]1[C:29]([F:30])=[C:28]([F:31])[C:27]([F:32])=[C:26]([F:33])[C:25]=1[F:34])=O.